From a dataset of Full USPTO retrosynthesis dataset with 1.9M reactions from patents (1976-2016). Predict the reactants needed to synthesize the given product. Given the product [CH:36]1([N:29]2[C:9]3[N:10]=[C:11]([NH:14][C:15]4[CH:16]=[CH:17][C:18]([N:3]5[CH2:2][CH2:49][O:51][CH2:5][CH2:4]5)=[CH:19][CH:20]=4)[N:12]=[CH:13][C:8]=3[N:7]=[CH:31][C:30]2=[O:55])[CH2:37][CH2:38][CH2:43][CH2:42]1, predict the reactants needed to synthesize it. The reactants are: N1C=[CH:5][CH:4]=[N:3][CH:2]=1.[NH2:7][C:8]1[C:9]([NH:29][CH2:30][CH3:31])=[N:10][C:11]([NH:14][C:15]2[CH:20]=[CH:19][C:18](OCCN(CC)CC)=[CH:17][CH:16]=2)=[N:12][CH:13]=1.COC1C=[C:36]([C:42](=O)[C:43](OCC)=O)[CH:37]=[C:38](OC)C=1.[C:49](O)(=[O:51])C.CC[OH:55].